From a dataset of Full USPTO retrosynthesis dataset with 1.9M reactions from patents (1976-2016). Predict the reactants needed to synthesize the given product. (1) The reactants are: Cl[C:2]1[CH:3]=[CH:4][C:5]2[O:14][CH2:13][CH2:12][C:11]3[CH:10]=[C:9]([C:15]4[N:16]([C:20]5[CH:25]=[CH:24][C:23]([F:26])=[CH:22][C:21]=5[F:27])[N:17]=[CH:18][N:19]=4)[S:8][C:7]=3[C:6]=2[N:28]=1.[CH2:29]([OH:33])[CH2:30][C:31]#[CH:32]. Given the product [F:27][C:21]1[CH:22]=[C:23]([F:26])[CH:24]=[CH:25][C:20]=1[N:16]1[C:15]([C:9]2[S:8][C:7]3[C:6]4[N:28]=[C:2]([C:32]#[C:31][CH2:30][CH2:29][OH:33])[CH:3]=[CH:4][C:5]=4[O:14][CH2:13][CH2:12][C:11]=3[CH:10]=2)=[N:19][CH:18]=[N:17]1, predict the reactants needed to synthesize it. (2) The reactants are: [O:1]1[CH2:6][CH2:5][N:4]([CH2:7][CH2:8][NH:9][C:10]2[N:15]=[CH:14][C:13]([C:16]3[CH:21]=[CH:20][C:19]([CH2:22][C:23]([NH:25][C:26]4[CH:30]=[C:29]([C:31]([CH3:37])([CH3:36])[C:32]([F:35])([F:34])[F:33])[O:28][N:27]=4)=[O:24])=[CH:18][CH:17]=3)=[CH:12][CH:11]=2)[CH2:3][CH2:2]1.[CH3:38][S:39]([OH:42])(=[O:41])=[O:40]. Given the product [CH3:38][S:39]([O-:42])(=[O:41])=[O:40].[O:24]=[C:23]([NH:25][C:26]1[CH:30]=[C:29]([C:31]([CH3:37])([CH3:36])[C:32]([F:33])([F:35])[F:34])[O:28][N:27]=1)[CH2:22][C:19]1[CH:20]=[CH:21][C:16]([C:13]2[CH:12]=[CH:11][C:10]([NH:9][CH2:8][CH2:7][NH+:4]3[CH2:3][CH2:2][O:1][CH2:6][CH2:5]3)=[N:15][CH:14]=2)=[CH:17][CH:18]=1, predict the reactants needed to synthesize it. (3) Given the product [Br:7][C:8]1[CH:9]=[C:10]2[C:14](=[CH:15][CH:16]=1)[NH:13][C:12]([CH2:17][OH:18])=[C:11]2[S:22]([N:25]1[CH2:26][CH2:27][CH2:28][CH2:29]1)(=[O:23])=[O:24], predict the reactants needed to synthesize it. The reactants are: [H-].[H-].[H-].[H-].[Li+].[Al+3].[Br:7][C:8]1[CH:9]=[C:10]2[C:14](=[CH:15][CH:16]=1)[NH:13][C:12]([C:17](OCC)=[O:18])=[C:11]2[S:22]([N:25]1[CH2:29][CH2:28][CH2:27][CH2:26]1)(=[O:24])=[O:23]. (4) Given the product [CH2:42]([O:49][C:50]1[CH:51]=[C:52]([CH:55]=[CH:56][CH:57]=1)[CH2:53][O:22][C:20]1[C:6]2[CH:7]=[C:8]([C:10]3[N:11]=[C:12]4[N:16]([CH:17]=3)[N:15]=[C:14]([O:18][CH3:19])[S:13]4)[O:9][C:5]=2[CH:4]=[C:3]([O:2][CH3:1])[CH:21]=1)[C:43]1[CH:44]=[CH:45][CH:46]=[CH:47][CH:48]=1, predict the reactants needed to synthesize it. The reactants are: [CH3:1][O:2][C:3]1[CH:4]=[C:5]2[O:9][C:8]([C:10]3[N:11]=[C:12]4[N:16]([CH:17]=3)[N:15]=[C:14]([O:18][CH3:19])[S:13]4)=[CH:7][C:6]2=[C:20]([OH:22])[CH:21]=1.C1(P(C2C=CC=CC=2)C2C=CC=CC=2)C=CC=CC=1.[CH2:42]([O:49][C:50]1[CH:51]=[C:52]([CH:55]=[CH:56][CH:57]=1)[CH2:53]O)[C:43]1[CH:48]=[CH:47][CH:46]=[CH:45][CH:44]=1.N(C(OC(C)C)=O)=NC(OC(C)C)=O. (5) Given the product [NH2:24][C:22]1[CH:21]=[C:15]([CH:14]=[C:13]([CH2:12][C:11]2[C:10]([C:27]3[CH:32]=[CH:31][CH:30]=[CH:29][CH:28]=3)=[N:9][N:7]3[CH:8]=[C:3]([O:2][CH3:1])[CH:4]=[CH:5][C:6]=23)[CH:23]=1)[C:16]([O:18][CH2:19][CH3:20])=[O:17], predict the reactants needed to synthesize it. The reactants are: [CH3:1][O:2][C:3]1[CH:4]=[CH:5][C:6]2[N:7]([N:9]=[C:10]([C:27]3[CH:32]=[CH:31][CH:30]=[CH:29][CH:28]=3)[C:11]=2[CH2:12][C:13]2[CH:14]=[C:15]([CH:21]=[C:22]([N+:24]([O-])=O)[CH:23]=2)[C:16]([O:18][CH2:19][CH3:20])=[O:17])[CH:8]=1.C(=O)(O)[O-].[Na+]. (6) Given the product [Cl:1][C:2]1[C:3]([NH:23][C@@H:24]2[CH2:29][CH2:28][CH2:27][CH2:26][C@H:25]2[NH:30][S:31]([CH3:34])(=[O:33])=[O:32])=[N:4][C:5]([NH:8][C:9]2[CH:19]=[CH:18][C:17]3[CH2:16][CH:15]4[N:20]([CH2:36][CH3:37])[CH:12]([CH2:13][CH2:14]4)[C:11]=3[C:10]=2[O:21][CH3:22])=[N:6][CH:7]=1, predict the reactants needed to synthesize it. The reactants are: [Cl:1][C:2]1[C:3]([NH:23][C@@H:24]2[CH2:29][CH2:28][CH2:27][CH2:26][C@H:25]2[NH:30][S:31]([CH3:34])(=[O:33])=[O:32])=[N:4][C:5]([NH:8][C:9]2[CH:19]=[CH:18][C:17]3[CH2:16][CH:15]4[NH:20][CH:12]([CH2:13][CH2:14]4)[C:11]=3[C:10]=2[O:21][CH3:22])=[N:6][CH:7]=1.I[CH2:36][CH3:37]. (7) Given the product [CH2:1]([O:3][C:4]([C:6]1[S:10][C:9]([C:11]2[CH:12]=[CH:13][C:14]([Cl:17])=[CH:15][CH:16]=2)=[N:8][C:7]=1[CH2:18][Br:26])=[O:5])[CH3:2], predict the reactants needed to synthesize it. The reactants are: [CH2:1]([O:3][C:4]([C:6]1[S:10][C:9]([C:11]2[CH:16]=[CH:15][C:14]([Cl:17])=[CH:13][CH:12]=2)=[N:8][C:7]=1[CH3:18])=[O:5])[CH3:2].C1C(=O)N([Br:26])C(=O)C1. (8) Given the product [CH3:15][C:10]1([CH3:16])[CH:11]([OH:14])[CH2:12][CH2:13][NH:8][CH2:9]1, predict the reactants needed to synthesize it. The reactants are: C([N:8]1[CH2:13][CH2:12][CH:11]([OH:14])[C:10]([CH3:16])([CH3:15])[CH2:9]1)C1C=CC=CC=1. (9) Given the product [CH2:49]([N:38]([CH2:36][CH3:37])[C:39]([C:41]1[CH:48]=[CH:47][CH:46]=[CH:45][C:42]=1[CH2:43][N:17]1[C:16]([S:19][CH3:20])=[C:14]2[S:15][C:11]([C:8]3[C@H:9]([CH3:10])[C@@H:5]4[C@@H:4]([C@H:2]([OH:1])[CH3:3])[C:34](=[O:35])[N:6]4[C:7]=3[C:21]([O-:23])=[O:22])=[CH:12][N+:13]2=[CH:18]1)=[O:40])[CH3:50], predict the reactants needed to synthesize it. The reactants are: [OH:1][C@@H:2]([C@H:4]1[C:34](=[O:35])[N:6]2[C:7]([C:21]([O:23]CC3C=CC([N+]([O-])=O)=CC=3)=[O:22])=[C:8]([C:11]3[S:15][C:14]4=[C:16]([S:19][CH3:20])[N:17]=[CH:18][N:13]4[CH:12]=3)[C@H:9]([CH3:10])[C@H:5]12)[CH3:3].[CH2:36]([N:38]([CH2:49][CH3:50])[C:39]([C:41]1[CH:48]=[CH:47][CH:46]=[CH:45][C:42]=1[CH2:43]Br)=[O:40])[CH3:37]. (10) Given the product [Br:13][CH2:11][C:4]1[CH:5]=[C:6]([F:10])[C:7]([S:8][CH3:9])=[C:2]([F:1])[CH:3]=1, predict the reactants needed to synthesize it. The reactants are: [F:1][C:2]1[CH:3]=[C:4]([CH2:11]O)[CH:5]=[C:6]([F:10])[C:7]=1[S:8][CH3:9].[Br-:13].